From a dataset of Catalyst prediction with 721,799 reactions and 888 catalyst types from USPTO. Predict which catalyst facilitates the given reaction. Reactant: [Cl:1][C:2]1[CH:16]=[C:15]([CH2:17][O:18][CH3:19])[CH:14]=[C:13]([Cl:20])[C:3]=1[O:4][C:5]1[CH:10]=[CH:9][C:8]([O:11][CH3:12])=[CH:7][CH:6]=1.C1N2CN3CN(C2)CN1C3.FC(F)(F)[C:33](O)=[O:34].C(=O)(O)[O-].[Na+]. Product: [Cl:1][C:2]1[CH:16]=[C:15]([CH2:17][O:18][CH3:19])[CH:14]=[C:13]([Cl:20])[C:3]=1[O:4][C:5]1[CH:10]=[CH:9][C:8]([O:11][CH3:12])=[C:7]([CH:6]=1)[CH:33]=[O:34]. The catalyst class is: 6.